Task: Regression. Given two drug SMILES strings and cell line genomic features, predict the synergy score measuring deviation from expected non-interaction effect.. Dataset: NCI-60 drug combinations with 297,098 pairs across 59 cell lines Drug 1: CC(C)(C#N)C1=CC(=CC(=C1)CN2C=NC=N2)C(C)(C)C#N. Drug 2: C1CN(CCN1C(=O)CCBr)C(=O)CCBr. Cell line: CCRF-CEM. Synergy scores: CSS=65.1, Synergy_ZIP=-0.821, Synergy_Bliss=-1.11, Synergy_Loewe=-1.53, Synergy_HSA=-1.76.